From a dataset of Forward reaction prediction with 1.9M reactions from USPTO patents (1976-2016). Predict the product of the given reaction. Given the reactants [O:1]=[CH:2][C@H:3]([C@@H:5]([C@@H:7]([C@H:9]([CH3:11])[OH:10])[OH:8])[OH:6])[OH:4].C(O)[C@H]([C@@H]([C@@H]([C@H](C)O)O)O)O.C(O)C(N)(CO)CO.Cl, predict the reaction product. The product is: [CH3:11][C:9]([C@H:7]([C@H:5]([C@@H:3]([CH2:2][OH:1])[OH:4])[OH:6])[OH:8])=[O:10].